This data is from Reaction yield outcomes from USPTO patents with 853,638 reactions. The task is: Predict the reaction yield, written as a fraction of the theoretical maximum amount of product (1.0 means a 100% yield; for example, 0.34 means a 34% yield). (1) The reactants are [CH3:1][O:2][C:3](=[O:30])[C:4]1[CH:9]=[CH:8][C:7]([O:10][CH2:11][CH:12]=[CH2:13])=[C:6]([N:14]([CH2:27][CH:28]=[CH2:29])[S:15]([C:18]2[CH:23]=[C:22]([Cl:24])[CH:21]=[CH:20][C:19]=2[O:25][CH3:26])(=[O:17])=[O:16])[CH:5]=1. The catalyst is C1(C)C=CC=CC=1.[H-].[C-]#[O+].C1C=CC(P(C2C=CC=CC=2)C2C=CC=CC=2)=CC=1.C1C=CC(P(C2C=CC=CC=2)C2C=CC=CC=2)=CC=1.C1C=CC(P(C2C=CC=CC=2)C2C=CC=CC=2)=CC=1.[Cl-].[Ru+2]. The product is [CH3:1][O:2][C:3](=[O:30])[C:4]1[CH:9]=[CH:8][C:7]([O:10][CH:11]=[CH:12][CH3:13])=[C:6]([N:14]([S:15]([C:18]2[CH:23]=[C:22]([Cl:24])[CH:21]=[CH:20][C:19]=2[O:25][CH3:26])(=[O:17])=[O:16])[CH:27]=[CH:28][CH3:29])[CH:5]=1. The yield is 0.730. (2) The product is [CH3:1][O:2][C:3]([C:5]1[CH2:6][O:7][CH2:8][CH2:9][C:10]=1[O:11][S:29]([C:28]([F:34])([F:33])[F:27])(=[O:31])=[O:30])=[O:4]. The yield is 0.970. The reactants are [CH3:1][O:2][C:3]([C:5]1[CH2:6][O:7][CH2:8][CH2:9][C:10]=1[OH:11])=[O:4].C(C1C=C(C)C=C(C(C)(C)C)N=1)(C)(C)C.[F:27][C:28]([F:34])([F:33])[S:29]([O-])(=[O:31])=[O:30]. The catalyst is C(Cl)Cl. (3) The yield is 0.540. The reactants are [NH2:1][C:2]1[CH:7]=[C:6]([Cl:8])[CH:5]=[CH:4][C:3]=1[S:9][CH2:10][C:11]1[N:12]=[C:13]([NH:16][C:17](=[O:23])[O:18][C:19]([CH3:22])([CH3:21])[CH3:20])[S:14][CH:15]=1.[O:24]1[C:28]2[CH:29]=[CH:30][CH:31]=[CH:32][C:27]=2[CH:26]=[C:25]1[S:33](Cl)(=[O:35])=[O:34]. The product is [O:24]1[C:28]2[CH:29]=[CH:30][CH:31]=[CH:32][C:27]=2[CH:26]=[C:25]1[S:33]([NH:1][C:2]1[CH:7]=[C:6]([Cl:8])[CH:5]=[CH:4][C:3]=1[S:9][CH2:10][C:11]1[N:12]=[C:13]([NH:16][C:17](=[O:23])[O:18][C:19]([CH3:20])([CH3:22])[CH3:21])[S:14][CH:15]=1)(=[O:35])=[O:34]. The catalyst is N1C=CC=CC=1.